Dataset: NCI-60 drug combinations with 297,098 pairs across 59 cell lines. Task: Regression. Given two drug SMILES strings and cell line genomic features, predict the synergy score measuring deviation from expected non-interaction effect. (1) Drug 1: C1CN1C2=NC(=NC(=N2)N3CC3)N4CC4. Drug 2: CC12CCC3C(C1CCC2OP(=O)(O)O)CCC4=C3C=CC(=C4)OC(=O)N(CCCl)CCCl.[Na+]. Cell line: HCC-2998. Synergy scores: CSS=26.2, Synergy_ZIP=6.39, Synergy_Bliss=6.42, Synergy_Loewe=-15.5, Synergy_HSA=2.92. (2) Drug 1: C1=CC=C(C=C1)NC(=O)CCCCCCC(=O)NO. Drug 2: CS(=O)(=O)OCCCCOS(=O)(=O)C. Cell line: HT29. Synergy scores: CSS=8.01, Synergy_ZIP=-2.53, Synergy_Bliss=4.71, Synergy_Loewe=-10.4, Synergy_HSA=0.407. (3) Drug 1: C1=NC2=C(N=C(N=C2N1C3C(C(C(O3)CO)O)F)Cl)N. Drug 2: COCCOC1=C(C=C2C(=C1)C(=NC=N2)NC3=CC=CC(=C3)C#C)OCCOC.Cl. Cell line: MDA-MB-231. Synergy scores: CSS=24.5, Synergy_ZIP=2.21, Synergy_Bliss=0.234, Synergy_Loewe=-4.84, Synergy_HSA=1.87. (4) Drug 1: CN(C)N=NC1=C(NC=N1)C(=O)N. Drug 2: C1=CN(C(=O)N=C1N)C2C(C(C(O2)CO)O)O.Cl. Cell line: M14. Synergy scores: CSS=12.7, Synergy_ZIP=-4.34, Synergy_Bliss=-0.000665, Synergy_Loewe=-38.7, Synergy_HSA=-3.42. (5) Drug 1: COC1=CC(=CC(=C1O)OC)C2C3C(COC3=O)C(C4=CC5=C(C=C24)OCO5)OC6C(C(C7C(O6)COC(O7)C8=CC=CS8)O)O. Drug 2: CC1CCC2CC(C(=CC=CC=CC(CC(C(=O)C(C(C(=CC(C(=O)CC(OC(=O)C3CCCCN3C(=O)C(=O)C1(O2)O)C(C)CC4CCC(C(C4)OC)OCCO)C)C)O)OC)C)C)C)OC. Cell line: SW-620. Synergy scores: CSS=51.7, Synergy_ZIP=4.57, Synergy_Bliss=4.34, Synergy_Loewe=5.77, Synergy_HSA=7.86. (6) Drug 1: C1CCN(CC1)CCOC2=CC=C(C=C2)C(=O)C3=C(SC4=C3C=CC(=C4)O)C5=CC=C(C=C5)O. Drug 2: C1=CC=C(C(=C1)C(C2=CC=C(C=C2)Cl)C(Cl)Cl)Cl. Cell line: 786-0. Synergy scores: CSS=11.7, Synergy_ZIP=6.30, Synergy_Bliss=2.12, Synergy_Loewe=1.24, Synergy_HSA=1.49. (7) Drug 1: C1C(C(OC1N2C=C(C(=O)NC2=O)F)CO)O. Drug 2: C1CC(=O)NC(=O)C1N2C(=O)C3=CC=CC=C3C2=O. Cell line: T-47D. Synergy scores: CSS=-3.75, Synergy_ZIP=2.58, Synergy_Bliss=3.53, Synergy_Loewe=-1.33, Synergy_HSA=-0.751. (8) Drug 1: C1CCC(C1)C(CC#N)N2C=C(C=N2)C3=C4C=CNC4=NC=N3. Drug 2: CC1=C2C(C(=O)C3(C(CC4C(C3C(C(C2(C)C)(CC1OC(=O)C(C(C5=CC=CC=C5)NC(=O)OC(C)(C)C)O)O)OC(=O)C6=CC=CC=C6)(CO4)OC(=O)C)OC)C)OC. Cell line: MDA-MB-231. Synergy scores: CSS=47.1, Synergy_ZIP=7.53, Synergy_Bliss=8.21, Synergy_Loewe=-0.750, Synergy_HSA=9.67. (9) Drug 1: CN(CCCl)CCCl.Cl. Drug 2: COC1=C2C(=CC3=C1OC=C3)C=CC(=O)O2. Cell line: 786-0. Synergy scores: CSS=21.1, Synergy_ZIP=-7.79, Synergy_Bliss=0.331, Synergy_Loewe=-16.3, Synergy_HSA=-1.23. (10) Drug 1: CCCS(=O)(=O)NC1=C(C(=C(C=C1)F)C(=O)C2=CNC3=C2C=C(C=N3)C4=CC=C(C=C4)Cl)F. Drug 2: CS(=O)(=O)OCCCCOS(=O)(=O)C. Cell line: T-47D. Synergy scores: CSS=1.39, Synergy_ZIP=0.210, Synergy_Bliss=-1.21, Synergy_Loewe=-6.49, Synergy_HSA=-3.85.